This data is from Reaction yield outcomes from USPTO patents with 853,638 reactions. The task is: Predict the reaction yield, written as a fraction of the theoretical maximum amount of product (1.0 means a 100% yield; for example, 0.34 means a 34% yield). (1) The reactants are [H-].C([Al+]CC(C)C)C(C)C.[CH3:11][O:12][C:13](=[O:26])[C:14]1[CH:19]=[CH:18][C:17]([C:20](=[O:25])N(OC)C)=[N:16][CH:15]=1.[BH4-].[Na+]. The catalyst is C1COCC1.ClCCl. The product is [CH3:11][O:12][C:13](=[O:26])[C:14]1[CH:19]=[CH:18][C:17]([CH2:20][OH:25])=[N:16][CH:15]=1. The yield is 0.490. (2) The reactants are [F:1][C:2]1[CH:7]=[CH:6][C:5]([C:8]2[O:9][CH:10]=[C:11]([CH2:13][C:14]#[N:15])[N:12]=2)=[CH:4][CH:3]=1.Cl.Cl[CH2:18][CH2:19][N:20]([CH3:22])[CH3:21]. No catalyst specified. The product is [CH3:21][N:20]([CH3:22])[CH2:19][CH2:18][CH:13]([C:11]1[N:12]=[C:8]([C:5]2[CH:4]=[CH:3][C:2]([F:1])=[CH:7][CH:6]=2)[O:9][CH:10]=1)[C:14]#[N:15]. The yield is 0.480. (3) The reactants are [S:1]1[CH:5]=[C:4]([CH2:6][NH:7][C@@H:8]([CH3:16])[CH:9]([O:13][CH2:14][CH3:15])[O:10][CH2:11][CH3:12])[C:3]2[CH:17]=[CH:18][CH:19]=[CH:20][C:2]1=2.[CH:21]1[C:33]2[CH:32]([CH2:34][O:35][C:36]([NH:38][C@@H:39]([CH2:43][C:44]3[CH:49]=[CH:48][C:47]([O:50][C:51]([CH3:54])([CH3:53])[CH3:52])=[CH:46][CH:45]=3)[C:40](O)=[O:41])=[O:37])[C:31]3[C:26](=[CH:27][CH:28]=[CH:29][CH:30]=3)[C:25]=2[CH:24]=[CH:23][CH:22]=1. No catalyst specified. The product is [S:1]1[CH:5]=[C:4]([CH2:6][N:7]([C@@H:8]([CH3:16])[CH:9]([O:10][CH2:11][CH3:12])[O:13][CH2:14][CH3:15])[C:40](=[O:41])[C@@H:39]([NH:38][C:36](=[O:37])[O:35][CH2:34][CH:32]2[C:33]3[CH:21]=[CH:22][CH:23]=[CH:24][C:25]=3[C:26]3[C:31]2=[CH:30][CH:29]=[CH:28][CH:27]=3)[CH2:43][C:44]2[CH:49]=[CH:48][C:47]([O:50][C:51]([CH3:54])([CH3:53])[CH3:52])=[CH:46][CH:45]=2)[C:3]2[CH:17]=[CH:18][CH:19]=[CH:20][C:2]1=2. The yield is 0.590.